From a dataset of Forward reaction prediction with 1.9M reactions from USPTO patents (1976-2016). Predict the product of the given reaction. (1) Given the reactants [Si]([O:8][CH2:9][C@H:10]([NH:19][S@](C(C)(C)C)=O)[C:11]1[CH:16]=[CH:15][C:14]([F:17])=[CH:13][C:12]=1[F:18])(C(C)(C)C)(C)C.[ClH:26].O1CCOCC1, predict the reaction product. The product is: [ClH:26].[NH2:19][C@H:10]([C:11]1[CH:16]=[CH:15][C:14]([F:17])=[CH:13][C:12]=1[F:18])[CH2:9][OH:8]. (2) Given the reactants [CH3:1][O:2][C:3](=[O:23])[CH:4]([O:21][CH3:22])[CH:5]([C:7]1[CH:12]=[CH:11][CH:10]=[C:9]([O:13][CH2:14][C:15]2[CH:20]=[CH:19][CH:18]=[CH:17][CH:16]=2)[CH:8]=1)O.C(N(CC)CC)C.S(Cl)(C)(=O)=O.C([O-])(=O)C=C.S([O-])(=O)(=O)C, predict the reaction product. The product is: [CH3:1][O:2][C:3](=[O:23])[C:4]([O:21][CH3:22])=[CH:5][C:7]1[CH:12]=[CH:11][CH:10]=[C:9]([O:13][CH2:14][C:15]2[CH:20]=[CH:19][CH:18]=[CH:17][CH:16]=2)[CH:8]=1. (3) The product is: [F:1][C:2]([O:6][C:7]1[CH:14]=[CH:13][C:10]([CH2:11][OH:12])=[CH:9][CH:8]=1)=[C:3]([F:5])[F:4]. Given the reactants [F:1][C:2]([O:6][C:7]1[CH:14]=[CH:13][C:10]([CH:11]=[O:12])=[CH:9][CH:8]=1)=[C:3]([F:5])[F:4].[BH4-].[Na+], predict the reaction product. (4) The product is: [CH3:29][N:27]1[CH:28]=[C:24]([C:21]2[N:20]=[C:19]3[N:15]([CH2:14][C@@H:10]4[CH2:9][N:8]([C:5]5[N:4]=[CH:3][C:2]([C:38]6[CH:53]=[CH:52][C:41]([CH2:42][N:43]7[CH2:48][CH2:47][N:46]([C:49](=[O:51])[CH3:50])[CH2:45][CH2:44]7)=[CH:40][CH:39]=6)=[CH:7][N:6]=5)[CH2:13][CH2:12][O:11]4)[N:16]=[N:17][C:18]3=[N:23][CH:22]=2)[CH:25]=[N:26]1. Given the reactants Br[C:2]1[CH:3]=[N:4][C:5]([N:8]2[CH2:13][CH2:12][O:11][C@H:10]([CH2:14][N:15]3[C:19]4=[N:20][C:21]([C:24]5[CH:25]=[N:26][N:27]([CH3:29])[CH:28]=5)=[CH:22][N:23]=[C:18]4[N:17]=[N:16]3)[CH2:9]2)=[N:6][CH:7]=1.CC1(C)C(C)(C)OB([C:38]2[CH:53]=[CH:52][C:41]([CH2:42][N:43]3[CH2:48][CH2:47][N:46]([C:49](=[O:51])[CH3:50])[CH2:45][CH2:44]3)=[CH:40][CH:39]=2)O1.C([O-])([O-])=O.[K+].[K+], predict the reaction product. (5) The product is: [F:1][C:2]1[CH:7]=[CH:6][CH:5]=[C:4]([F:8])[C:3]=1[C:9]1[NH:13][C:12]([C:14]2[N:19]=[C:18]3[N:20]([C@H:21]([CH3:26])[C:22]([CH3:25])([CH3:24])[CH3:23])[C:43]([NH2:42])=[N:27][C:17]3=[CH:16][CH:15]=2)=[C:11]([C:30]2[CH:35]=[CH:34][C:33]([F:36])=[CH:32][CH:31]=2)[N:10]=1. Given the reactants [F:1][C:2]1[CH:7]=[CH:6][CH:5]=[C:4]([F:8])[C:3]=1[C:9]1[NH:13][C:12]([C:14]2[N:19]=[C:18]([NH:20][C@H:21]([CH3:26])[C:22]([CH3:25])([CH3:24])[CH3:23])[C:17]([N+:27]([O-])=O)=[CH:16][CH:15]=2)=[C:11]([C:30]2[CH:35]=[CH:34][C:33]([F:36])=[CH:32][CH:31]=2)[N:10]=1.O.O.[Sn](Cl)Cl.[N:42]#[C:43]Br, predict the reaction product. (6) Given the reactants [OH:1][C:2]1[CH:3]=[C:4]([CH:8]=[CH:9][CH:10]=1)[C:5]([OH:7])=[O:6].Cl.OS(O)(=O)=O.[CH2:17]=O, predict the reaction product. The product is: [OH:1][C:2]1[CH:3]=[C:4]2[C:8]([CH2:17][O:6][C:5]2=[O:7])=[CH:9][CH:10]=1. (7) Given the reactants [CH3:1][CH:2]([CH3:13])[CH2:3][CH2:4][C:5](=O)[CH2:6][C:7]([O:9]CC)=[O:8].[N:14]([C:17]1[CH:27]=[CH:26][C:20]([C:21]([NH:23][CH2:24][CH3:25])=[O:22])=[CH:19][CH:18]=1)=[N+:15]=[N-:16].[O-]CC.[Na+].C(=O)([O-])[O-].[Na+].[Na+], predict the reaction product. The product is: [CH2:24]([NH:23][C:21]([C:20]1[CH:26]=[CH:27][C:17]([N:14]2[C:5]([CH2:4][CH2:3][CH:2]([CH3:1])[CH3:13])=[C:6]([C:7]([OH:9])=[O:8])[N:16]=[N:15]2)=[CH:18][CH:19]=1)=[O:22])[CH3:25].